This data is from Full USPTO retrosynthesis dataset with 1.9M reactions from patents (1976-2016). The task is: Predict the reactants needed to synthesize the given product. (1) Given the product [NH2:12][C:13]1[C:14]2[C:21]([C:22]([C:24]3[CH:29]=[CH:28][CH:27]=[C:26]([NH2:30])[CH:25]=3)=[O:23])=[CH:20][N:19]([CH3:31])[C:15]=2[N:16]=[CH:17][N:18]=1, predict the reactants needed to synthesize it. The reactants are: ClC1C2C=CN(C)C=2N=CN=1.[NH2:12][C:13]1[C:14]2[C:21]([C:22]([C:24]3[CH:29]=[CH:28][CH:27]=[C:26]([NH2:30])[CH:25]=3)=[O:23])=[CH:20][N:19]([CH:31]3CCCC3)[C:15]=2[N:16]=[CH:17][N:18]=1. (2) Given the product [F:1][C:2]1[C:31]([F:32])=[CH:30][CH:29]=[CH:28][C:3]=1[CH2:4][S:5][C:6]1[N:11]=[C:10]([NH:12][S:13]([N:16]2[CH2:25][CH2:24][C:19](=[O:20])[CH2:18][CH2:17]2)(=[O:15])=[O:14])[CH:9]=[C:8]([O:26][CH3:27])[N:7]=1, predict the reactants needed to synthesize it. The reactants are: [F:1][C:2]1[C:31]([F:32])=[CH:30][CH:29]=[CH:28][C:3]=1[CH2:4][S:5][C:6]1[N:11]=[C:10]([NH:12][S:13]([N:16]2[CH2:25][CH2:24][C:19]3(OCC[O:20]3)[CH2:18][CH2:17]2)(=[O:15])=[O:14])[CH:9]=[C:8]([O:26][CH3:27])[N:7]=1. (3) Given the product [Br:8][C:6]1[CH:5]=[CH:4][C:3]2[N:9]=[C:10]([C@@H:12]3[C@@H:17]4[CH2:18][C@@H:14]([CH2:15][CH2:16]4)[N:13]3[C:19]([O:21][C:22]([CH3:25])([CH3:24])[CH3:23])=[O:20])[NH:1][C:2]=2[CH:7]=1, predict the reactants needed to synthesize it. The reactants are: [NH2:1][C:2]1[CH:7]=[C:6]([Br:8])[CH:5]=[CH:4][C:3]=1[NH:9][C:10]([C@@H:12]1[C@@H:17]2[CH2:18][C@@H:14]([CH2:15][CH2:16]2)[N:13]1[C:19]([O:21][C:22]([CH3:25])([CH3:24])[CH3:23])=[O:20])=O. (4) The reactants are: Br[C:2]1[CH:11]=[C:10]2[C:5]([CH:6]=[CH:7][N:8]([CH2:13][C:14]3[CH:19]=[CH:18][C:17]([F:20])=[CH:16][CH:15]=3)[C:9]2=[O:12])=[CH:4][CH:3]=1.[F:21][C:22]1[CH:27]=[CH:26][C:25]([C:28]2[O:29][C:30]3[CH:40]=[C:39]([N:41]([CH3:46])[S:42]([CH3:45])(=[O:44])=[O:43])[C:38](B4OC(C)(C)C(C)(C)O4)=[CH:37][C:31]=3[C:32]=2[C:33]([NH:35][CH3:36])=[O:34])=[CH:24][CH:23]=1.C([O-])([O-])=O.[Cs+].[Cs+]. Given the product [F:20][C:17]1[CH:18]=[CH:19][C:14]([CH2:13][N:8]2[CH:7]=[CH:6][C:5]3[C:10](=[CH:11][C:2]([C:38]4[C:39]([N:41]([CH3:46])[S:42]([CH3:45])(=[O:44])=[O:43])=[CH:40][C:30]5[O:29][C:28]([C:25]6[CH:26]=[CH:27][C:22]([F:21])=[CH:23][CH:24]=6)=[C:32]([C:33]([NH:35][CH3:36])=[O:34])[C:31]=5[CH:37]=4)=[CH:3][CH:4]=3)[C:9]2=[O:12])=[CH:15][CH:16]=1, predict the reactants needed to synthesize it. (5) Given the product [C:9]([NH:8][C:6]1[N:7]=[C:2]([C:22]2[CH2:27][CH2:26][N:25]([C:28]([O:30][C:31]([CH3:34])([CH3:33])[CH3:32])=[O:29])[CH2:24][CH:23]=2)[CH:3]=[CH:4][CH:5]=1)(=[O:13])[CH:10]([CH3:12])[CH3:11], predict the reactants needed to synthesize it. The reactants are: Br[C:2]1[N:7]=[C:6]([NH:8][C:9](=[O:13])[CH:10]([CH3:12])[CH3:11])[CH:5]=[CH:4][CH:3]=1.CC1(C)C(C)(C)OB([C:22]2[CH2:23][CH2:24][N:25]([C:28]([O:30][C:31]([CH3:34])([CH3:33])[CH3:32])=[O:29])[CH2:26][CH:27]=2)O1.